This data is from Buchwald-Hartwig C-N cross coupling reaction yields with 55,370 reactions. The task is: Predict the reaction yield, written as a fraction of the theoretical maximum amount of product (1.0 means a 100% yield; for example, 0.34 means a 34% yield). (1) The reactants are Ic1cccnc1.Cc1ccc(N)cc1.O=S(=O)(O[Pd]1c2ccccc2-c2ccccc2N~1)C(F)(F)F.COc1ccc(OC)c(P([C@]23C[C@H]4C[C@H](C[C@H](C4)C2)C3)[C@]23C[C@H]4C[C@H](C[C@H](C4)C2)C3)c1-c1c(C(C)C)cc(C(C)C)cc1C(C)C.CN1CCCN2CCCN=C12.c1ccc(-c2ccon2)cc1. No catalyst specified. The product is Cc1ccc(Nc2cccnc2)cc1. The yield is 0.924. (2) The reactants are FC(F)(F)c1ccc(Br)cc1.Cc1ccc(N)cc1.O=S(=O)(O[Pd]1c2ccccc2-c2ccccc2N~1)C(F)(F)F.COc1ccc(OC)c(P([C@]23C[C@H]4C[C@H](C[C@H](C4)C2)C3)[C@]23C[C@H]4C[C@H](C[C@H](C4)C2)C3)c1-c1c(C(C)C)cc(C(C)C)cc1C(C)C.CN1CCCN2CCCN=C12.Cc1cc(-c2ccccc2)on1. No catalyst specified. The product is Cc1ccc(Nc2ccc(C(F)(F)F)cc2)cc1. The yield is 0.379. (3) The reactants are Ic1cccnc1.Cc1ccc(N)cc1.O=S(=O)(O[Pd]1c2ccccc2-c2ccccc2N~1)C(F)(F)F.COc1ccc(OC)c(P(C(C)(C)C)C(C)(C)C)c1-c1c(C(C)C)cc(C(C)C)cc1C(C)C.CN(C)C(=NC(C)(C)C)N(C)C.CCOC(=O)c1cnoc1C. No catalyst specified. The product is Cc1ccc(Nc2cccnc2)cc1. The yield is 0.277. (4) The product is Cc1ccc(Nc2ccc(C(F)(F)F)cc2)cc1. The yield is 0.468. The reactants are FC(F)(F)c1ccc(Br)cc1.Cc1ccc(N)cc1.O=S(=O)(O[Pd]1c2ccccc2-c2ccccc2N~1)C(F)(F)F.COc1ccc(OC)c(P(C(C)(C)C)C(C)(C)C)c1-c1c(C(C)C)cc(C(C)C)cc1C(C)C.CN1CCCN2CCCN=C12.c1ccc(-c2ccon2)cc1. No catalyst specified. (5) The reactants are COc1ccc(Br)cc1.Cc1ccc(N)cc1.O=S(=O)(O[Pd]1c2ccccc2-c2ccccc2N~1)C(F)(F)F.CC(C)c1cc(C(C)C)c(-c2ccccc2P(C(C)(C)C)C(C)(C)C)c(C(C)C)c1.CCN=P(N=P(N(C)C)(N(C)C)N(C)C)(N(C)C)N(C)C.CCOC(=O)c1cnoc1C. No catalyst specified. The product is COc1ccc(Nc2ccc(C)cc2)cc1. The yield is 0.149. (6) The reactants are Clc1cccnc1.Cc1ccc(N)cc1.O=S(=O)(O[Pd]1c2ccccc2-c2ccccc2N~1)C(F)(F)F.COc1ccc(OC)c(P([C@]23C[C@H]4C[C@H](C[C@H](C4)C2)C3)[C@]23C[C@H]4C[C@H](C[C@H](C4)C2)C3)c1-c1c(C(C)C)cc(C(C)C)cc1C(C)C.CN(C)C(=NC(C)(C)C)N(C)C.Cc1cc(C)on1. No catalyst specified. The product is Cc1ccc(Nc2cccnc2)cc1. The yield is 0.133. (7) The yield is 0.583. The reactants are Clc1ccccn1.Cc1ccc(N)cc1.O=S(=O)(O[Pd]1c2ccccc2-c2ccccc2N~1)C(F)(F)F.COc1ccc(OC)c(P(C(C)(C)C)C(C)(C)C)c1-c1c(C(C)C)cc(C(C)C)cc1C(C)C.CN(C)C(=NC(C)(C)C)N(C)C.CCOC(=O)c1ccon1. No catalyst specified. The product is Cc1ccc(Nc2ccccn2)cc1. (8) The reactants are Clc1ccccn1.Cc1ccc(N)cc1.O=S(=O)(O[Pd]1c2ccccc2-c2ccccc2N~1)C(F)(F)F.COc1ccc(OC)c(P([C@]23C[C@H]4C[C@H](C[C@H](C4)C2)C3)[C@]23C[C@H]4C[C@H](C[C@H](C4)C2)C3)c1-c1c(C(C)C)cc(C(C)C)cc1C(C)C.CCN=P(N=P(N(C)C)(N(C)C)N(C)C)(N(C)C)N(C)C.COC(=O)c1ccno1. No catalyst specified. The product is Cc1ccc(Nc2ccccn2)cc1. The yield is 0.0859. (9) The reactants are Brc1ccccn1.Cc1ccc(N)cc1.O=S(=O)(O[Pd]1c2ccccc2-c2ccccc2N~1)C(F)(F)F.CC(C)c1cc(C(C)C)c(-c2ccccc2P(C(C)(C)C)C(C)(C)C)c(C(C)C)c1.CN1CCCN2CCCN=C12.c1ccc(CN(Cc2ccccc2)c2ccon2)cc1. No catalyst specified. The product is Cc1ccc(Nc2ccccn2)cc1. The yield is 0.838.